Task: Predict the product of the given reaction.. Dataset: Forward reaction prediction with 1.9M reactions from USPTO patents (1976-2016) (1) The product is: [C:14]([O:1][C:2]1[CH:3]=[C:4]([CH:12]=[O:13])[C:5]2[C:10](=[CH:9][CH:8]=[CH:7][CH:6]=2)[CH:11]=1)(=[O:16])[CH3:15]. Given the reactants [OH:1][C:2]1[CH:3]=[C:4]([CH:12]=[O:13])[C:5]2[C:10]([CH:11]=1)=[CH:9][CH:8]=[CH:7][CH:6]=2.[C:14](OC(=O)C)(=[O:16])[CH3:15], predict the reaction product. (2) Given the reactants [F:1][C:2]([F:39])([F:38])[C:3]1[CH:4]=[C:5]([S:9]([N:12]([C:26]2[CH:31]=[CH:30][CH:29]=[CH:28][C:27]=2/[CH:32]=[CH:33]/[C:34]([O:36][CH3:37])=[O:35])S(C2C=CC=C(C(F)(F)F)C=2)(=O)=O)(=[O:11])=[O:10])[CH:6]=[CH:7][CH:8]=1.[F-].C([N+](CCCC)(CCCC)CCCC)CCC, predict the reaction product. The product is: [F:39][C:2]([F:1])([F:38])[C:3]1[CH:4]=[C:5]([S:9]([NH:12][C:26]2[CH:31]=[CH:30][CH:29]=[CH:28][C:27]=2/[CH:32]=[CH:33]/[C:34]([O:36][CH3:37])=[O:35])(=[O:11])=[O:10])[CH:6]=[CH:7][CH:8]=1.